From a dataset of Forward reaction prediction with 1.9M reactions from USPTO patents (1976-2016). Predict the product of the given reaction. (1) Given the reactants [Br:1][C:2]1[C:7](=[O:8])[N:6]([CH2:9][C:10]([NH:12][CH2:13][CH:14]2[CH2:19][CH2:18][N:17](C(OC(C)(C)C)=O)[CH2:16][CH2:15]2)=[O:11])[N:5]=[CH:4][C:3]=1[NH:27][C@@H:28]1[CH2:33][C@@H:32]2[CH2:34][C@@H:30]([C:31]2([CH3:36])[CH3:35])[C@H:29]1[CH3:37].C(OCC)(=O)C, predict the reaction product. The product is: [Br:1][C:2]1[C:7](=[O:8])[N:6]([CH2:9][C:10]([NH:12][CH2:13][CH:14]2[CH2:15][CH2:16][NH:17][CH2:18][CH2:19]2)=[O:11])[N:5]=[CH:4][C:3]=1[NH:27][C@@H:28]1[CH2:33][C@@H:32]2[CH2:34][C@@H:30]([C:31]2([CH3:36])[CH3:35])[C@H:29]1[CH3:37]. (2) The product is: [O:16]1[C:12]2([CH2:17][CH2:18][CH:9]([O:8][C:6]3[N:5]=[C:4]([C:19]([F:22])([F:21])[F:20])[N:3]=[C:2]([C:24]#[N:25])[CH:7]=3)[CH2:10][CH2:11]2)[O:13][CH2:14][CH2:15]1. Given the reactants Cl[C:2]1[CH:7]=[C:6]([O:8][CH:9]2[CH2:18][CH2:17][C:12]3([O:16][CH2:15][CH2:14][O:13]3)[CH2:11][CH2:10]2)[N:5]=[C:4]([C:19]([F:22])([F:21])[F:20])[N:3]=1.C[C:24]#[N:25].O, predict the reaction product.